This data is from Reaction yield outcomes from USPTO patents with 853,638 reactions. The task is: Predict the reaction yield, written as a fraction of the theoretical maximum amount of product (1.0 means a 100% yield; for example, 0.34 means a 34% yield). The reactants are [Cl:1][C:2]1[CH:3]=[C:4]([CH:7]=[CH:8][C:9]=1[OH:10])[CH:5]=O.C1(P(C2C=CC=CC=2)(C2C=CC=CC=2)=[C:18]([CH3:24])[C:19]([O:21][CH2:22][CH3:23])=[O:20])C=CC=CC=1. The catalyst is O1CCCC1. The product is [Cl:1][C:2]1[CH:3]=[C:4]([CH:5]=[C:18]([CH3:24])[C:19]([O:21][CH2:22][CH3:23])=[O:20])[CH:7]=[CH:8][C:9]=1[OH:10]. The yield is 0.952.